Dataset: Reaction yield outcomes from USPTO patents with 853,638 reactions. Task: Predict the reaction yield, written as a fraction of the theoretical maximum amount of product (1.0 means a 100% yield; for example, 0.34 means a 34% yield). (1) The reactants are [CH3:1][N:2]1[C:7]2[N:8]=[C:9]([N:13]3[CH2:18][CH2:17][N:16]([CH2:19][C:20]4[N:25]=[CH:24][CH:23]=[CH:22][N:21]=4)[CH2:15][CH2:14]3)[NH:10][C:11](=[O:12])[C:6]=2[CH2:5][CH2:4][CH2:3]1.C(O)C.O.[C:30]1(C)[C:31]([S:36]([OH:39])(=[O:38])=[O:37])=[CH:32][CH:33]=[CH:34][CH:35]=1. The catalyst is CCCCCCC. The product is [CH3:1][C:34]1[CH:35]=[CH:30][C:31]([S:36]([OH:39])(=[O:37])=[O:38])=[CH:32][CH:33]=1.[CH3:1][N:2]1[C:7]2[N:8]=[C:9]([N:13]3[CH2:14][CH2:15][N:16]([CH2:19][C:20]4[N:21]=[CH:22][CH:23]=[CH:24][N:25]=4)[CH2:17][CH2:18]3)[NH:10][C:11](=[O:12])[C:6]=2[CH2:5][CH2:4][CH2:3]1. The yield is 0.940. (2) The reactants are [Cl:1][C:2]1[CH:11]=[CH:10][C:5]([CH2:6][CH:7]2[CH2:9][O:8]2)=[CH:4][CH:3]=1.[CH3:12][C:13]1[CH:14]=[CH:15][C:16]([N+:20]([O-:22])=[O:21])=[C:17]([CH:19]=1)[NH2:18].[O-]S(C(F)(F)F)(=O)=O.[Yb+3].[O-]S(C(F)(F)F)(=O)=O.[O-]S(C(F)(F)F)(=O)=O. The catalyst is CC#N. The product is [Cl:1][C:2]1[CH:11]=[CH:10][C:5]([CH2:6][CH:7]([OH:8])[CH2:9][NH:18][C:17]2[CH:19]=[C:13]([CH3:12])[CH:14]=[CH:15][C:16]=2[N+:20]([O-:22])=[O:21])=[CH:4][CH:3]=1. The yield is 0.580. (3) The reactants are [CH3:1][O:2][CH2:3][C:4](=O)[CH2:5][C:6]([O:8][CH3:9])=[O:7].[CH3:11]OC(OC)N(C)C.Cl.[F:20][C:21]([F:32])([F:31])[O:22][C:23]1[CH:28]=[CH:27][C:26]([NH:29][NH2:30])=[CH:25][CH:24]=1. No catalyst specified. The product is [CH3:1][O:2][CH2:3][C:4]1[C:5]([C:6]([O:8][CH3:9])=[O:7])=[CH:11][N:29]([C:26]2[CH:25]=[CH:24][C:23]([O:22][C:21]([F:31])([F:32])[F:20])=[CH:28][CH:27]=2)[N:30]=1. The yield is 0.470. (4) The reactants are [CH2:1]([N:8]1[CH2:13][CH2:12][CH:11]([NH:14][C:15](=[O:20])[C:16]([F:19])([F:18])[F:17])[CH2:10][CH2:9]1)[C:2]1[CH:7]=[CH:6][CH:5]=[CH:4][CH:3]=1.[H-].[Na+].[CH3:23]I.O. The catalyst is O1CCCC1. The product is [CH2:1]([N:8]1[CH2:9][CH2:10][CH:11]([N:14]([CH3:23])[C:15](=[O:20])[C:16]([F:19])([F:17])[F:18])[CH2:12][CH2:13]1)[C:2]1[CH:7]=[CH:6][CH:5]=[CH:4][CH:3]=1. The yield is 0.700. (5) The reactants are [CH3:1][O:2][C:3]1[CH:4]=[C:5]2[C:10](=[CH:11][CH:12]=1)[C:9](=O)[NH:8][CH:7]=[C:6]2[N:14]1[CH2:19][CH2:18][N:17]([CH3:20])[CH2:16][CH2:15]1.O=P(Cl)(Cl)[Cl:23]. The yield is 0.278. The product is [Cl:23][C:9]1[C:10]2[C:5](=[CH:4][C:3]([O:2][CH3:1])=[CH:12][CH:11]=2)[C:6]([N:14]2[CH2:19][CH2:18][N:17]([CH3:20])[CH2:16][CH2:15]2)=[CH:7][N:8]=1. No catalyst specified.